This data is from Full USPTO retrosynthesis dataset with 1.9M reactions from patents (1976-2016). The task is: Predict the reactants needed to synthesize the given product. (1) Given the product [Cl:1][C:2]1[CH:7]=[CH:6][C:5]([C:11]([F:16])([F:15])[C:10]([F:18])([F:17])[F:9])=[CH:4][N:3]=1, predict the reactants needed to synthesize it. The reactants are: [Cl:1][C:2]1[CH:7]=[CH:6][C:5](I)=[CH:4][N:3]=1.[F:9][C:10]([F:18])([F:17])[C:11]([F:16])([F:15])C([O-])=O.[Na+].C1(C)C(C)=CC=CC=1.CN1CCCC1=O. (2) The reactants are: [NH2:1][C:2]1[CH:7]=[CH:6][CH:5]=[CH:4][CH:3]=1.[CH3:8][O:9][C:10]1[CH:15]=[CH:14][C:13](Br)=[CH:12][CH:11]=1.[O:17]([C:19](C)(C)C)[Na].P(C(C)(C)C)(C(C)(C)C)C(C)(C)C.[C:36]1(C)[CH:41]=[CH:40][CH:39]=[CH:38][CH:37]=1. Given the product [CH3:19][O:17][C:5]1[CH:6]=[CH:7][C:2]([N:1]([C:13]2[CH:14]=[CH:15][C:10]([O:9][CH3:8])=[CH:11][CH:12]=2)[C:36]2[CH:41]=[CH:40][CH:39]=[CH:38][CH:37]=2)=[CH:3][CH:4]=1, predict the reactants needed to synthesize it. (3) Given the product [ClH:1].[NH2:21][CH:22]1[CH2:24][CH:23]1[C:25]1[CH:30]=[CH:29][C:28]([NH:31][C:32](=[O:42])[CH2:33][CH2:34][CH2:35][CH2:36][CH2:37][CH2:38][C:39]([NH:49][OH:48])=[O:40])=[CH:27][CH:26]=1, predict the reactants needed to synthesize it. The reactants are: [Cl:1]C(OCC)=O.C(N(CC)CC)C.C(OC([NH:21][CH:22]1[CH2:24][CH:23]1[C:25]1[CH:30]=[CH:29][C:28]([NH:31][C:32](=[O:42])[CH2:33][CH2:34][CH2:35][CH2:36][CH2:37][CH2:38][C:39](O)=[O:40])=[CH:27][CH:26]=1)=O)(C)(C)C.COC([O:48][NH2:49])(C)C. (4) Given the product [Cl:1][C:2]1[C:3]([C:9]2[CH:10]=[CH:11][C:12]3[N:16]=[CH:15][N:14]([CH2:17][C:18]4[CH:23]=[CH:22][CH:21]=[C:20]([F:24])[CH:19]=4)[C:13]=3[CH:25]=2)=[CH:4][C:5]([NH:26][CH:27]2[CH2:28][C:29]3([CH2:34][CH2:33][N:32]([C:35]([O:37][C:38]([CH3:41])([CH3:40])[CH3:39])=[O:36])[CH2:31]3)[CH2:30]2)=[N:6][CH:7]=1, predict the reactants needed to synthesize it. The reactants are: [Cl:1][C:2]1[C:3]([C:9]2[CH:10]=[CH:11][C:12]3[N:16]=[CH:15][N:14]([CH2:17][C:18]4[CH:23]=[CH:22][CH:21]=[C:20]([F:24])[CH:19]=4)[C:13]=3[CH:25]=2)=[CH:4][C:5](F)=[N:6][CH:7]=1.[NH2:26][CH:27]1[CH2:30][C:29]2([CH2:34][CH2:33][N:32]([C:35]([O:37][C:38]([CH3:41])([CH3:40])[CH3:39])=[O:36])[CH2:31]2)[CH2:28]1.C(N(C(C)C)CC)(C)C.O. (5) Given the product [CH2:33]([O:4][C:3](=[O:5])[C@H:2]([NH2:1])[CH2:6][C@H:7]([NH:23][C:24]([C:26]1[NH:27][N:28]=[N:29][CH:30]=1)=[O:25])[CH2:8][C:9]1[CH:10]=[CH:11][C:12]([C:15]2[CH:20]=[C:19]([Cl:21])[CH:18]=[CH:17][C:16]=2[F:22])=[CH:13][CH:14]=1)[CH3:34], predict the reactants needed to synthesize it. The reactants are: [NH2:1][C@H:2]([CH2:6][C@H:7]([NH:23][C:24]([C:26]1[NH:27][N:28]=[N:29][CH:30]=1)=[O:25])[CH2:8][C:9]1[CH:14]=[CH:13][C:12]([C:15]2[CH:20]=[C:19]([Cl:21])[CH:18]=[CH:17][C:16]=2[F:22])=[CH:11][CH:10]=1)[C:3]([OH:5])=[O:4].Cl.O1CCO[CH2:34][CH2:33]1. (6) Given the product [Cl:18][C:14]1[CH:13]=[C:12]2[C:17](=[CH:16][CH:15]=1)[N:9]([CH2:5][C:6]([OH:8])=[O:7])[C:10](=[O:34])[C:11]12[C:22](=[O:23])[N:21]([CH2:24][C:25]2[CH:30]=[C:29]([Cl:31])[CH:28]=[CH:27][C:26]=2[F:32])[C:20](=[O:33])[N:19]1[CH2:35][CH3:36], predict the reactants needed to synthesize it. The reactants are: C([CH:5]([N:9]1[C:17]2[C:12](=[CH:13][C:14]([Cl:18])=[CH:15][CH:16]=2)[C:11]2([C:22](=[O:23])[N:21]([CH2:24][C:25]3[CH:30]=[C:29]([Cl:31])[CH:28]=[CH:27][C:26]=3[F:32])[C:20](=[O:33])[NH:19]2)[C:10]1=[O:34])[C:6]([O-:8])=[O:7])(C)(C)C.[CH2:35](I)[CH3:36]. (7) Given the product [CH3:3][O:4][C:5]1[CH:10]=[CH:9][C:8]([CH:11]([NH:14][C:15]2[CH:16]=[CH:17][C:18]([C:21]3[N:25]=[C:24]([CH3:26])[O:23][N:22]=3)=[CH:19][CH:20]=2)[C:12]([NH2:13])=[S:2])=[CH:7][C:6]=1[O:27][Si:28]([CH:29]([CH3:30])[CH3:31])([CH:35]([CH3:37])[CH3:36])[CH:32]([CH3:34])[CH3:33], predict the reactants needed to synthesize it. The reactants are: [NH4+]=[S:2].[CH3:3][O:4][C:5]1[CH:10]=[CH:9][C:8]([CH:11]([NH:14][C:15]2[CH:20]=[CH:19][C:18]([C:21]3[N:25]=[C:24]([CH3:26])[O:23][N:22]=3)=[CH:17][CH:16]=2)[C:12]#[N:13])=[CH:7][C:6]=1[O:27][Si:28]([CH:35]([CH3:37])[CH3:36])([CH:32]([CH3:34])[CH3:33])[CH:29]([CH3:31])[CH3:30].C1COCC1.O. (8) The reactants are: [OH:1][C@@H:2]1[CH2:7][CH2:6][CH2:5][C@H:4]([O:8][CH2:9][C:10]2[CH:19]=[CH:18][CH:17]=[C:16]([CH3:20])[C:11]=2[C:12]([O:14][CH3:15])=[O:13])[CH2:3]1. Given the product [OH:1][C@H:2]1[CH2:7][CH2:6][CH2:5][C@@H:4]([O:8][CH2:9][C:10]2[CH:19]=[CH:18][CH:17]=[C:16]([CH3:20])[C:11]=2[C:12]([O:14][CH3:15])=[O:13])[CH2:3]1, predict the reactants needed to synthesize it. (9) Given the product [NH2:8][C:7]1[CH:12]=[CH:13][C:4]([F:3])=[CH:5][C:6]=1[SH:10], predict the reactants needed to synthesize it. The reactants are: [OH-].[K+].[F:3][C:4]1[CH:13]=[CH:12][C:7]2[N:8]=C(N)[S:10][C:6]=2[CH:5]=1.[K]. (10) Given the product [CH3:1][C:2]1[CH:7]=[CH:6][CH:5]=[C:4]([CH3:8])[C:3]=1[C:9]1[CH:17]=[CH:16][CH:15]=[C:14]2[C:10]=1[CH2:11][CH2:12][CH:13]2[OH:18], predict the reactants needed to synthesize it. The reactants are: [CH3:1][C:2]1[CH:7]=[CH:6][CH:5]=[C:4]([CH3:8])[C:3]=1[C:9]1[CH:17]=[CH:16][CH:15]=[C:14]2[C:10]=1[CH2:11][CH2:12][C:13]2=[O:18].[BH4-].[Na+].O.